This data is from Catalyst prediction with 721,799 reactions and 888 catalyst types from USPTO. The task is: Predict which catalyst facilitates the given reaction. (1) Reactant: NC1C(C)=CC([N:8]([CH2:16][CH2:17][C@@H:18]2[CH2:20][C@@H:19]2[CH:21]2[CH2:26][CH2:25][N:24]([C:27]3[N:32]=[CH:31][C:30]([Cl:33])=[CH:29][N:28]=3)[CH2:23][CH2:22]2)[C:9](=[O:15])[O:10][C:11]([CH3:14])([CH3:13])[CH3:12])=NC=1.[CH3:35][C:36]1([C:39]([OH:41])=O)[CH2:38][CH2:37]1.CN(C(O[N:50]1N=N[C:52]2[CH:53]=[CH:54][CH:55]=[N:56][C:51]1=2)=[N+](C)C)C.F[P-](F)(F)(F)(F)F.C(N(CC)CC)C. Product: [Cl:33][C:30]1[CH:31]=[N:32][C:27]([N:24]2[CH2:23][CH2:22][CH:21]([C@H:19]3[CH2:20][C@H:18]3[CH2:17][CH2:16][N:8]([C:54]3[CH:55]=[N:56][C:51]([NH:50][C:39]([C:36]4([CH3:35])[CH2:38][CH2:37]4)=[O:41])=[CH:52][CH:53]=3)[C:9](=[O:15])[O:10][C:11]([CH3:14])([CH3:13])[CH3:12])[CH2:26][CH2:25]2)=[N:28][CH:29]=1. The catalyst class is: 39. (2) Reactant: [CH3:1][C:2]1[CH:3]=[C:4]([O:8][CH2:9][CH:10]2[CH2:14][CH2:13][N:12](CC3C=CC=CC=3)[CH2:11]2)[CH:5]=[N:6][CH:7]=1.ClCCOC(Cl)=O. Product: [CH3:1][C:2]1[CH:3]=[C:4]([O:8][CH2:9][CH:10]2[CH2:14][CH2:13][NH:12][CH2:11]2)[CH:5]=[N:6][CH:7]=1. The catalyst class is: 22. (3) Product: [CH:2]1([C:5]2[C:10]3[CH2:11][O:12][C@@H:13]4[C@H:17]([C:9]=3[CH:8]=[CH:7][CH:6]=2)[CH2:16][NH:15][CH2:14]4)[CH2:4][CH2:3]1. The catalyst class is: 12. Reactant: Cl.[CH:2]1([C:5]2[C:10]3[CH2:11][O:12][C@@H:13]4[C@H:17]([C:9]=3[CH:8]=[CH:7][CH:6]=2)[CH2:16][N:15](C(OC(C)(C)C)=O)[CH2:14]4)[CH2:4][CH2:3]1.CO. (4) Reactant: [F:1][C:2]1[CH:7]=[CH:6][C:5]([CH:8]2[O:12]C(=O)[NH:10][CH:9]2[CH2:14][C:15]2[CH:20]=[CH:19][C:18]([O:21][CH3:22])=[CH:17][CH:16]=2)=[CH:4][CH:3]=1.[OH-].[Na+]. Product: [NH2:10][CH:9]([CH2:14][C:15]1[CH:16]=[CH:17][C:18]([O:21][CH3:22])=[CH:19][CH:20]=1)[CH:8]([C:5]1[CH:4]=[CH:3][C:2]([F:1])=[CH:7][CH:6]=1)[OH:12]. The catalyst class is: 8. (5) Reactant: [CH3:1][NH:2][CH3:3].[CH2:4]=O.[CH3:6][C:7]1[CH:15]=[CH:14][CH:13]=[C:12]2[C:8]=1[CH:9]=[CH:10][NH:11]2.[OH-].[Na+]. Product: [CH3:1][N:2]([CH3:4])[CH2:3][C:9]1[C:8]2[C:12](=[CH:13][CH:14]=[CH:15][C:7]=2[CH3:6])[NH:11][CH:10]=1. The catalyst class is: 15. (6) Reactant: [N:1]1[C:10]2[CH:9]=[CH:8][NH:7][C:6](=O)[C:5]=2[CH:4]=[CH:3][CH:2]=1.P(Cl)(Cl)([Cl:14])=O.C(N(CC)C(C)C)(C)C. Product: [Cl:14][C:6]1[N:7]=[CH:8][CH:9]=[C:10]2[C:5]=1[CH:4]=[CH:3][CH:2]=[N:1]2. The catalyst class is: 11.